This data is from Volume of distribution at steady state (VDss) regression data from Lombardo et al.. The task is: Regression/Classification. Given a drug SMILES string, predict its absorption, distribution, metabolism, or excretion properties. Task type varies by dataset: regression for continuous measurements (e.g., permeability, clearance, half-life) or binary classification for categorical outcomes (e.g., BBB penetration, CYP inhibition). For this dataset (vdss_lombardo), we predict log10(VDss) (log10 of volume of distribution in L/kg). (1) The molecule is O=C([O-])c1ccc(-n2nc(-c3ccccc3O)nc2-c2ccccc2O)cc1. The log10(VDss) is -0.700. (2) The molecule is COc1ccc(-c2nc3ccc(C4=NNC(=O)CC4C)cc3[nH]2)cc1. The log10(VDss) is 0.300. (3) The compound is C/C([O-])=C(/C#N)C(=O)Nc1ccc(C(F)(F)F)cc1. The log10(VDss) is -0.890. (4) The drug is COc1ccc(C2(C#N)CCC(C(=O)[O-])CC2)cc1OC1CCCC1. The log10(VDss) is -0.640. (5) The drug is C[C@@H](O)[C@H]1C(=O)N2C(C(=O)O)=C(CN)S[C@H]12. The log10(VDss) is -0.640.